Dataset: Experimentally validated miRNA-target interactions with 360,000+ pairs, plus equal number of negative samples. Task: Binary Classification. Given a miRNA mature sequence and a target amino acid sequence, predict their likelihood of interaction. (1) The miRNA is hsa-miR-4779 with sequence UAGGAGGGAAUAGUAAAAGCAG. The protein sequence of the target gene is MANAGLQLLGFILASLGWIGSIVSTALPQWKIYSYAGDNIVTAQAIYEGLWMSCVSQSTGQIQCKVFDSLLNLNSTLQATRALMVIGILLGLIAIFVSTIGMKCMRCLEDDEVQKMWMAVIGGIIFLISGLATLVATAWYGNRIVQEFYDPLTPINARYEFGQALFTGWAAASLCLLGGVLLSCSCPRKTTSYPTPRPYPKPTPSSGKDYV. Result: 0 (no interaction). (2) The miRNA is hsa-miR-7113-3p with sequence CCUCCCUGCCCGCCUCUCUGCAG. The protein sequence of the target gene is MLACLTRGNLLDVLQEGFNEQQLQAYVAWVNAQLKKRPSVKPVQDLRQDLRDGVILAYLIEIVGQLALDSDASVDERTDFFLLHSPFKAAGEKLTGVQLSPSNQQEMKSNVERVLQFVASKKIRMHQTSAKDIVEGNLKSIMRLVLALAAHFKPGSSRTVSQGRDSKAPVQSHQPHCATAVAQGAAAALADVCHDVSRSGRDVFRYRQRNASVDGEIENPYWSVRALVQQYEGQQKSPSESSCSSLTSPSPIHSAKSESIITQAEEKADFVIIPSEGIENRTDEPDSPSSRDWRPGSRGT.... Result: 0 (no interaction). (3) The miRNA is mmu-miR-33-5p with sequence GUGCAUUGUAGUUGCAUUGCA. The protein sequence of the target gene is MTTPALLPLSGRRIPPLNLGPPSFPHHRATLRLSEKFILLLILSAFITLCFGAFFFLPDSSKHKRFDLGLEDVLIPHVDAGKGAKNPGVFLIHGPDEHRHREEEERLRNKIRADHEKALEEAKEKLRKSREEIRAEIQTEKNKVAQAMKTKETRVLPPVPVPQRVGVSGGDPEDMEIKKKRDKIKEMMKHAWDNYRTYGWGHNELRPIARKGHSTNIFGSSQMGATIVDALDTLYIMGLHDEFMDGQRWIEENLDFSVNSEVSVFEVNIRFIGGLLAAYYLSGEEIFKTKAVQLAEKLLP.... Result: 1 (interaction). (4) The miRNA is ath-miR837-3p with sequence AAACGAACAAAAAACUGAUGG. The protein sequence of the target gene is MRERSQDSQAGLTLYVGLFGHLGMLHRTKYSRFRNESITSLDEGSPGGSVGNKGSSPPPYPALAPHLPTEDATVSSQESPTALCTLIPRMASMKLANPITFLGLKTFCLGTKQVSRLKLQENQDQTPSRPASPESNLNRTGPAPAPDPDQVGRRPTSLRPDTCPLPGPGEPSPRSKQDGPPLQHLLGNGLNYCVRYMGCIEVLQSMRSLDFGMRTQVTREAISRLCEAVPGAHGAIKKRKAPVKFLTTVLGKSNLQFSGMNIKLTVSTSSLTLMNLDNQQIIANHQMQSISFASGGDPDT.... Result: 0 (no interaction). (5) The miRNA is mmu-miR-1966-5p with sequence AAGGGAGCUGGCUCAGGAGAGAGUC. The protein sequence of the target gene is MEAYEQVQKGPLKLKGVAELGVTKRKKKKKDKDKAKLLEAMGTSKKNEEEKRRGLDKRTPAQAAFEKMQEKRQMERILKKASKTHKQRVEDFNRHLDTLTEHYDIPKVSWTK. Result: 0 (no interaction). (6) The miRNA is hsa-miR-4430 with sequence AGGCUGGAGUGAGCGGAG. The protein sequence of the target gene is MAAPPLGRLVLTHLLVALFGMGSWAAVNGIWVELPVVVKELPEGWSLPSYLSVLVALGNLGLLLVTLWRRLARGKGEQVPIRVVQGLGIVGTGLLASLWNHVAPVAGKPYSVAFLTLAFVLALACCASNVTFLPFLSHLPPPFLRSFFLGQGLSALLPCVLALGQGVGRLECLHVPANRTTGPPIEVSPINFPERFSATTFFWVLTALLGTSAAAFQGLLLLLPSPTSEPTTGTGLRVETPGTEEEEEEEEASPLQEPPGQVAGIVSSPDPKAHQLFSSRSACLLGLLAITNALTNGVLP.... Result: 0 (no interaction). (7) The miRNA is hsa-miR-196a-3p with sequence CGGCAACAAGAAACUGCCUGAG. The protein sequence of the target gene is MSLPSSRAARVPGPSGSLCALLALLLLLTPPGPLASAGPVSAVLTELRCTCLRVTLRVNPKTIGKLQVFPAGPQCSKVEVVASLKNGKQVCLDPEAPFLKKVIQKILDSGNKKN. Result: 0 (no interaction). (8) The miRNA is hsa-miR-7847-3p with sequence CGUGGAGGACGAGGAGGAGGC. The protein sequence of the target gene is MLPRRLLAAWLAGTRGGGLLALLANQCRFVTGLRVRRAQQIAQLYGRLYSESSRRVLLGRLWRRLHGRPGHASALMAALAGVFVWDEERIQEEELQRSINEMKRLEEMSNMFQSSGVQHHPPEPKAQTEGNEDSEGKEQRWEMVMDKKHFKLWRRPITGTHLYQYRVFGTYTDVTPRQFFNVQLDTEYRKKWDALVIKLEVIERDVVSGSEVLHWVTHFPYPMYSRDYVYVRRYSVDQENNMMVLVSRAVEHPSVPESPEFVRVRSYESQMVIRPHKSFDENGFDYLLTYSDNPQTVFPR.... Result: 0 (no interaction). (9) The protein sequence of the target gene is MNIRNARPEDLMNMQHCNLLCLPENYQMKYYFYHGLSWPQLSYIAEDENGKIVGYVLAKMEEDPDDVPHGHITSLAVKRSHRRLGLAQKLMDQASRAMIENFNAKYVSLHVRKSNRAALHLYSNTLNFQISEVEPKYYADGEDAYAMKRDLTQMADELRRHLELKEKGRHVVLGAIENKVESKGNSPPSSGEACREEKGLAAEDSGGDSKDLSEVSETTESTDVKDSSEASDSAS. Result: 1 (interaction). The miRNA is hsa-miR-5787 with sequence GGGCUGGGGCGCGGGGAGGU. (10) The miRNA is hsa-miR-877-3p with sequence UCCUCUUCUCCCUCCUCCCAG. The protein sequence of the target gene is MAERGGDGGESERFNPGELRMAQQQALRFRGPAPPPNAVMRGPPPLMRPPPPFGMMRGPPPPPRPPFGRPPFDPNMPPMPPPGGIPPPMGPPHLQRPPFMPPPMSSMPPPPGMMFPPGMPPVTAPGTPALPPTEEIWVENKTPDGKVYYYNARTRESAWTKPDGVKVIQQSELTPMLAAQAQVQAQAQAQAQAQAQAQAQAQAQAQAQAQAQAQAQAQAQAQAQAQAQAQAQAQAQAQAQAQVQAQVQAQVQAQAVGASTPTTSSPAPAVSTSTSSSTPSSTTSTTTTATSVAQTVSTPT.... Result: 1 (interaction).